Dataset: Reaction yield outcomes from USPTO patents with 853,638 reactions. Task: Predict the reaction yield, written as a fraction of the theoretical maximum amount of product (1.0 means a 100% yield; for example, 0.34 means a 34% yield). (1) The reactants are [OH:1][C:2]1[CH:3]=[C:4]2[C:9](=[CH:10][CH:11]=1)[CH:8]=[C:7]([CH:12]=O)[CH:6]=[CH:5]2.[NH2:14][C:15]12[CH2:22][CH2:21][C:18]([C:23]([O:25][CH3:26])=[O:24])([CH2:19][CH2:20]1)[CH2:17][CH2:16]2.[O-]S([O-])(=O)=O.[Mg+2].[BH3-]C#N.[Na+]. The catalyst is C1(C)C=CC=CC=1. The product is [OH:1][C:2]1[CH:3]=[C:4]2[C:9](=[CH:10][CH:11]=1)[CH:8]=[C:7]([CH2:12][NH:14][C:15]13[CH2:20][CH2:19][C:18]([C:23]([O:25][CH3:26])=[O:24])([CH2:17][CH2:16]1)[CH2:21][CH2:22]3)[CH:6]=[CH:5]2. The yield is 0.800. (2) The reactants are [C:1]1(B(O)O)[CH:6]=[CH:5][CH:4]=[CH:3][CH:2]=1.Br[C:11]1[CH:20]=[CH:19][C:18]2[C:13](=[CH:14][CH:15]=[C:16]([Br:21])[CH:17]=2)[CH:12]=1.C(COC)OC.C(=O)([O-])[O-].[Na+].[Na+]. The catalyst is C1C=CC([P]([Pd]([P](C2C=CC=CC=2)(C2C=CC=CC=2)C2C=CC=CC=2)([P](C2C=CC=CC=2)(C2C=CC=CC=2)C2C=CC=CC=2)[P](C2C=CC=CC=2)(C2C=CC=CC=2)C2C=CC=CC=2)(C2C=CC=CC=2)C2C=CC=CC=2)=CC=1.O.C1(C)C=CC=CC=1. The product is [Br:21][C:16]1[CH:15]=[CH:14][C:13]2[C:18](=[CH:19][CH:20]=[C:11]([C:1]3[CH:6]=[CH:5][CH:4]=[CH:3][CH:2]=3)[CH:12]=2)[CH:17]=1. The yield is 0.360. (3) The reactants are Br[C:2]1[CH:9]=[CH:8][C:7]([C:10]2([OH:14])[CH2:13][CH2:12][CH2:11]2)=[CH:6][C:3]=1[C:4]#[N:5].[CH3:15][C:16]1([CH3:30])[CH2:21][O:20][B:19]([B:19]2[O:20][CH2:21][C:16]([CH3:30])([CH3:15])[CH2:17][O:18]2)[O:18][CH2:17]1.[K].O. The catalyst is O1CCOCC1.C1C=CC(P(C2C=CC=CC=2)[C-]2C=CC=C2)=CC=1.C1C=CC(P(C2C=CC=CC=2)[C-]2C=CC=C2)=CC=1.Cl[Pd]Cl.[Fe+2]. The product is [CH3:15][C:16]1([CH3:30])[CH2:21][O:20][B:19]([C:2]2[CH:9]=[CH:8][C:7]([C:10]3([OH:14])[CH2:13][CH2:12][CH2:11]3)=[CH:6][C:3]=2[C:4]#[N:5])[O:18][CH2:17]1. The yield is 0.940. (4) The reactants are Cl[C:2]1[N:7]=[C:6]2[CH:8]=[N:9][CH:10]=[CH:11][C:5]2=[N:4][C:3]=1[N:12]1[CH2:17][CH2:16][N:15]([CH2:18][C:19]2[CH:24]=[CH:23][C:22]([F:25])=[CH:21][C:20]=2[F:26])[CH2:14][CH2:13]1.[F-].[K+].CC[N:31](C(C)C)[CH:32]([CH3:34])[CH3:33].CC(N)C. The catalyst is CS(C)=O.O. The product is [F:26][C:20]1[CH:21]=[C:22]([F:25])[CH:23]=[CH:24][C:19]=1[CH2:18][N:15]1[CH2:16][CH2:17][N:12]([C:3]2[N:4]=[C:5]3[CH:11]=[CH:10][N:9]=[CH:8][C:6]3=[N:7][C:2]=2[NH:31][CH:32]([CH3:34])[CH3:33])[CH2:13][CH2:14]1. The yield is 0.600. (5) The reactants are [OH:1][C:2]1[CH:7]=[CH:6][C:5]([CH2:8][C:9]([O:11][CH3:12])=[O:10])=[CH:4][CH:3]=1.[CH2:13]([CH:15]1[O:17][CH2:16]1)Cl.N1C=CC=CC=1. No catalyst specified. The product is [O:17]1[CH2:16][CH:15]1[CH2:13][O:1][C:2]1[CH:3]=[CH:4][C:5]([CH2:8][C:9]([O:11][CH3:12])=[O:10])=[CH:6][CH:7]=1. The yield is 0.340. (6) The product is [ClH:1].[Cl:1][C:2]1[CH:10]=[C:9]([F:11])[CH:8]=[CH:7][C:3]=1[C:4]([NH:26][C:22]1[CH:23]=[CH:24][CH:25]=[C:20]([C:17]2[CH2:18][CH2:19][CH:14]([N:13]([CH3:27])[CH3:12])[CH2:15][CH:16]=2)[CH:21]=1)=[O:5]. The yield is 0.940. The reactants are [Cl:1][C:2]1[CH:10]=[C:9]([F:11])[CH:8]=[CH:7][C:3]=1[C:4](Cl)=[O:5].[CH3:12][N:13]([CH3:27])[CH:14]1[CH2:19][CH2:18][C:17]([C:20]2[CH:21]=[C:22]([NH2:26])[CH:23]=[CH:24][CH:25]=2)=[CH:16][CH2:15]1. No catalyst specified. (7) The reactants are [C:1]([N:8]1[CH2:12][CH2:11][CH2:10][CH:9]1[CH2:13][OH:14])([O:3][C:4]([CH3:7])([CH3:6])[CH3:5])=[O:2].S(Cl)(C)(=O)=O.C(N(CC)CC)C. The catalyst is O1CCCC1. The product is [C:1]([N:8]1[CH2:12][CH2:11][CH2:10][C@H:9]1[CH2:13][OH:14])([O:3][C:4]([CH3:7])([CH3:6])[CH3:5])=[O:2]. The yield is 0.997.